This data is from Reaction yield outcomes from USPTO patents with 853,638 reactions. The task is: Predict the reaction yield, written as a fraction of the theoretical maximum amount of product (1.0 means a 100% yield; for example, 0.34 means a 34% yield). (1) The reactants are F[C:2]1[CH:7]=[CH:6][C:5]([F:8])=[CH:4][C:3]=1[N:9]([CH2:17][C:18]1[CH:23]=[CH:22][CH:21]=[C:20]([O:24][C:25]([F:30])([F:29])[CH:26]([F:28])[F:27])[CH:19]=1)[CH2:10][CH:11]([OH:16])[C:12]([F:15])([F:14])[F:13].C([O-])([O-])=O.[K+].[K+]. The catalyst is CN(C)C=O.O. The product is [F:8][C:5]1[CH:6]=[CH:7][C:2]2[O:16][CH:11]([C:12]([F:13])([F:14])[F:15])[CH2:10][N:9]([CH2:17][C:18]3[CH:23]=[CH:22][CH:21]=[C:20]([O:24][C:25]([F:29])([F:30])[CH:26]([F:27])[F:28])[CH:19]=3)[C:3]=2[CH:4]=1. The yield is 0.480. (2) The reactants are [CH2:1]([O:4][C:5]1([CH3:45])[CH2:10][CH2:9][N:8]([C:11]2[C:12]3[N:13]([N:28]=[C:29]([C:31]4[CH:32]=[C:33]([C:37]5[CH:42]=[C:41]([CH3:43])[CH:40]=[CH:39][C:38]=5[OH:44])[CH:34]=[CH:35][CH:36]=4)[CH:30]=3)[CH:14]=[C:15]([CH3:27])[C:16]=2[C@H:17]([O:22][C:23]([CH3:26])([CH3:25])[CH3:24])[C:18]([O:20][CH3:21])=[O:19])[CH2:7][CH2:6]1)[CH:2]=[CH2:3].[CH3:46][CH:47]([CH:50]=[CH2:51])[CH2:48]O.C1C=CC(P(C2C=CC=CC=2)C2C=CC=CC=2)=CC=1.CCOC(/N=N/C(OCC)=O)=O. The catalyst is C1COCC1.CCOCC. The product is [CH2:1]([O:4][C:5]1([CH3:45])[CH2:10][CH2:9][N:8]([C:11]2[C:12]3[N:13]([N:28]=[C:29]([C:31]4[CH:32]=[C:33]([C:37]5[CH:42]=[C:41]([CH3:43])[CH:40]=[CH:39][C:38]=5[O:44][CH2:46][CH:47]([CH3:48])[CH:50]=[CH2:51])[CH:34]=[CH:35][CH:36]=4)[CH:30]=3)[CH:14]=[C:15]([CH3:27])[C:16]=2[C@H:17]([O:22][C:23]([CH3:25])([CH3:24])[CH3:26])[C:18]([O:20][CH3:21])=[O:19])[CH2:7][CH2:6]1)[CH:2]=[CH2:3]. The yield is 0.890. (3) The reactants are Br[C:2]1[CH:7]=[CH:6][C:5]([Br:8])=[CH:4][N:3]=1.[Li]CCCC.[O:14]=[C:15]1[CH2:20][CH2:19][N:18]([C:21]([O:23][C:24]([CH3:27])([CH3:26])[CH3:25])=[O:22])[CH2:17][CH2:16]1. The catalyst is C1(C)C=CC=CC=1. The product is [Br:8][C:5]1[CH:6]=[CH:7][C:2]([C:15]2([OH:14])[CH2:16][CH2:17][N:18]([C:21]([O:23][C:24]([CH3:26])([CH3:25])[CH3:27])=[O:22])[CH2:19][CH2:20]2)=[N:3][CH:4]=1. The yield is 0.420. (4) The reactants are [CH3:1][C:2]1[CH:3]=[C:4]([CH:6]=[CH:7][C:8]=1[CH3:9])[NH2:5].C[Si]([N-][Si](C)(C)C)(C)C.[Li+].[CH3:20][S:21][C:22]1[CH:29]=[CH:28][C:25]([C:26]#[N:27])=[CH:24][CH:23]=1.[Cl-].[NH4+]. The catalyst is C1COCC1. The product is [CH3:1][C:2]1[CH:3]=[C:4]([NH:5][C:26]([C:25]2[CH:28]=[CH:29][C:22]([S:21][CH3:20])=[CH:23][CH:24]=2)=[NH:27])[CH:6]=[CH:7][C:8]=1[CH3:9]. The yield is 0.851. (5) The reactants are [NH2:1][C:2]1[CH:7]=[CH:6][C:5]([S:8]([N:11]=[C:12]([N:15]2[N:19]=[CH:18][C:17]3([CH2:24][CH2:23][N:22]([CH2:25][C:26]4[CH:31]=[CH:30][CH:29]=[CH:28][CH:27]=4)[CH2:21][CH2:20]3)[CH2:16]2)SC)(=[O:10])=[O:9])=[CH:4][CH:3]=1.[CH2:32]([NH2:34])[CH3:33]. The catalyst is CO. The product is [NH2:1][C:2]1[CH:3]=[CH:4][C:5]([S:8]([N:11]=[C:12]([N:15]2[N:19]=[CH:18][C:17]3([CH2:20][CH2:21][N:22]([CH2:25][C:26]4[CH:27]=[CH:28][CH:29]=[CH:30][CH:31]=4)[CH2:23][CH2:24]3)[CH2:16]2)[NH:34][CH2:32][CH3:33])(=[O:10])=[O:9])=[CH:6][CH:7]=1. The yield is 0.870.